This data is from Reaction yield outcomes from USPTO patents with 853,638 reactions. The task is: Predict the reaction yield, written as a fraction of the theoretical maximum amount of product (1.0 means a 100% yield; for example, 0.34 means a 34% yield). (1) The reactants are [CH3:1][C:2]1([CH3:12])[C:10]2[C:5](=[CH:6][CH:7]=[CH:8][CH:9]=2)[C@@H:4]([NH2:11])[CH2:3]1.[N:13]1[C:20]([Cl:21])=[N:19][C:17](Cl)=[N:16][C:14]=1[Cl:15].CCN(C(C)C)C(C)C. The catalyst is C1COCC1. The product is [Cl:15][C:14]1[N:13]=[C:20]([Cl:21])[N:19]=[C:17]([NH:11][C@@H:4]2[C:5]3[C:10](=[CH:9][CH:8]=[CH:7][CH:6]=3)[C:2]([CH3:12])([CH3:1])[CH2:3]2)[N:16]=1. The yield is 0.600. (2) The reactants are [C:1]([C:4]1[CH:5]=[CH:6][C:7]([C:13]2[CH:14]=[C:15]([NH:19][C:20](=[O:27])/[CH:21]=[CH:22]/[C:23]([O:25]C)=[O:24])[CH:16]=[CH:17][CH:18]=2)=[C:8]2[C:12]=1[NH:11][CH:10]=[CH:9]2)(=[O:3])[NH2:2].[OH-].[Li+]. The catalyst is O1CCOCC1. The product is [C:1]([C:4]1[CH:5]=[CH:6][C:7]([C:13]2[CH:14]=[C:15]([NH:19][C:20](=[O:27])/[CH:21]=[CH:22]/[C:23]([OH:25])=[O:24])[CH:16]=[CH:17][CH:18]=2)=[C:8]2[C:12]=1[NH:11][CH:10]=[CH:9]2)(=[O:3])[NH2:2]. The yield is 0.770. (3) The reactants are [CH3:1][O:2][C:3]1[N:8]=[C:7]([O:9][CH3:10])[C:6](B(O)O)=[CH:5][N:4]=1.I[C:15]1[CH:20]=[CH:19][CH:18]=[CH:17][CH:16]=1.[O-]P([O-])([O-])=O.[K+].[K+].[K+].CO. The catalyst is CS(C)=O.ClCCl.[Pd](Cl)Cl.C1(P(C2C=CC=CC=2)[C-]2C=CC=C2)C=CC=CC=1.[C-]1(P(C2C=CC=CC=2)C2C=CC=CC=2)C=CC=C1.[Fe+2]. The product is [CH3:1][O:2][C:3]1[N:8]=[C:7]([O:9][CH3:10])[C:6]([C:15]2[CH:20]=[CH:19][CH:18]=[CH:17][CH:16]=2)=[CH:5][N:4]=1. The yield is 0.750. (4) The reactants are Br[C:2]1[N:7]=[CH:6][C:5]([OH:8])=[CH:4][CH:3]=1.[CH3:9][S:10]([C:13]1[CH:18]=[CH:17][C:16](B(O)O)=[CH:15][CH:14]=1)(=[O:12])=[O:11].C([O-])([O-])=O.[Na+].[Na+].COCCOC. The catalyst is CCOC(C)=O.O.Cl[Pd](Cl)([P](C1C=CC=CC=1)(C1C=CC=CC=1)C1C=CC=CC=1)[P](C1C=CC=CC=1)(C1C=CC=CC=1)C1C=CC=CC=1. The product is [CH3:9][S:10]([C:13]1[CH:18]=[CH:17][C:16]([C:2]2[N:7]=[CH:6][C:5]([OH:8])=[CH:4][CH:3]=2)=[CH:15][CH:14]=1)(=[O:12])=[O:11]. The yield is 0.290. (5) The product is [NH:13]1[C:2]2[CH2:7][CH2:6][CH2:5][CH2:4][C:3]=2[C:8](=[O:10])[NH:16][C:14]1=[O:15]. The reactants are O=[C:2]1[CH2:7][CH2:6][CH2:5][CH2:4][CH:3]1[C:8]([O:10]CC)=O.[NH2:13][C:14]([NH2:16])=[O:15].[OH-].[Na+]. The yield is 0.390. The catalyst is CC(O)=O. (6) The reactants are [CH2:1]([N:8]1[CH:12]=[CH:11][N:10]=[C:9]1[C:13]([OH:15])=O)[C:2]1[CH:7]=[CH:6][CH:5]=[CH:4][CH:3]=1.[CH:16]([NH:19][C:20]1[CH:25]=[CH:24][CH:23]=[CH:22][C:21]=1[F:26])([CH3:18])[CH3:17].C(=O)(O)[O-].[Na+].O. The catalyst is ClCCl. The product is [F:26][C:21]1[CH:22]=[CH:23][CH:24]=[CH:25][C:20]=1[N:19]([CH:16]([CH3:18])[CH3:17])[C:13]([C:9]1[N:8]([CH2:1][C:2]2[CH:3]=[CH:4][CH:5]=[CH:6][CH:7]=2)[CH:12]=[CH:11][N:10]=1)=[O:15]. The yield is 0.400. (7) The reactants are [C:1]([C:5]1[CH:10]=[CH:9][C:8]([OH:11])=[CH:7][CH:6]=1)([CH3:4])([CH3:3])[CH3:2].CO.O.C(Cl)[Cl:16]. No catalyst specified. The yield is 0.950. The product is [C:1]([C:5]1[CH:6]=[CH:7][C:8]([OH:11])=[C:9]([Cl:16])[CH:10]=1)([CH3:4])([CH3:2])[CH3:3].